Dataset: Forward reaction prediction with 1.9M reactions from USPTO patents (1976-2016). Task: Predict the product of the given reaction. (1) Given the reactants [CH:1]1([C:7]([NH:9][C:10]2[CH:15]=[CH:14][CH:13]=[CH:12][C:11]=2/[CH:16]=[CH:17]/[C:18]([O:20]C)=O)=[O:8])[CH2:6][CH2:5][CH2:4][CH2:3][CH2:2]1.[NH2:22][OH:23].[OH-].[Na+], predict the reaction product. The product is: [OH:23][NH:22][C:18](=[O:20])/[CH:17]=[CH:16]/[C:11]1[CH:12]=[CH:13][CH:14]=[CH:15][C:10]=1[NH:9][C:7]([CH:1]1[CH2:6][CH2:5][CH2:4][CH2:3][CH2:2]1)=[O:8]. (2) Given the reactants CO[C:3]1[CH:8]=[CH:7][C:6]([C:9]2([C:12]([NH:14][C:15]3[N:16]=[C:17]([N:25]4[CH2:30][CH2:29][N:28]([C:31]5[CH:36]=[CH:35][CH:34]=[CH:33][CH:32]=5)[C:27](=[O:37])[CH2:26]4)[C:18]4[C:23]([CH:24]=3)=[CH:22][CH:21]=[CH:20][CH:19]=4)=[O:13])[CH2:11][CH2:10]2)=[CH:5][CH:4]=1.Br[C:39]1C2C(=CC=CC=2)C=C(NC(C2(C3C=CC(OC)=CC=3)CC2)=O)N=1.C1(N2CCNCC2=O)C=CC=CC=1, predict the reaction product. The product is: [CH3:39][C:3]1[CH:8]=[CH:7][C:6]([C:9]2([C:12]([NH:14][C:15]3[N:16]=[C:17]([N:25]4[CH2:30][CH2:29][N:28]([C:31]5[CH:36]=[CH:35][CH:34]=[CH:33][CH:32]=5)[C:27](=[O:37])[CH2:26]4)[C:18]4[C:23]([CH:24]=3)=[CH:22][CH:21]=[CH:20][CH:19]=4)=[O:13])[CH2:10][CH2:11]2)=[CH:5][CH:4]=1. (3) Given the reactants [CH3:1][C:2]([C:4]1[CH:9]=[CH:8][C:7](Br)=[CH:6][CH:5]=1)=[O:3].C1(P(C2CCCCC2)C2C=CC=CC=2C2C=CC=CC=2N(C)C)CCCCC1.P([O-])([O-])([O-])=O.[K+].[K+].[K+].[CH3:47][CH:48]([N:50]1[CH2:55][CH2:54][N:53]([C:56]([C@H:58]2[CH2:62][CH2:61][NH:60][CH2:59]2)=[O:57])[CH2:52][CH2:51]1)[CH3:49], predict the reaction product. The product is: [CH3:49][CH:48]([N:50]1[CH2:55][CH2:54][N:53]([C:56]([C@H:58]2[CH2:62][CH2:61][N:60]([C:7]3[CH:8]=[CH:9][C:4]([C:2](=[O:3])[CH3:1])=[CH:5][CH:6]=3)[CH2:59]2)=[O:57])[CH2:52][CH2:51]1)[CH3:47]. (4) Given the reactants [CH3:1][C:2]1([C:19]([OH:21])=[O:20])[CH2:6][CH2:5][N:4]([CH2:7][C:8]2N=C(C3C=CC=CC=3)O[CH:12]=2)[CH2:3]1.COC(C1(C)CCNC1)=O.[C:32]1([C:38]2[S:39]C(C=O)=C[N:42]=2)[CH:37]=[CH:36][CH:35]=[CH:34][CH:33]=1, predict the reaction product. The product is: [CH3:1][C:2]1([C:19]([OH:21])=[O:20])[CH2:6][CH2:5][N:4]([CH2:7][C:8]2[S:39][C:38]([C:32]3[CH:37]=[CH:36][CH:35]=[CH:34][CH:33]=3)=[N:42][CH:12]=2)[CH2:3]1. (5) Given the reactants C1(C(C2C=CC=CC=2)[N:8]2[C:12]3[C:13]4[C:19]5([C:27]6[C:22](=[CH:23][CH:24]=[CH:25][CH:26]=6)[NH:21][C:20]5=[O:28])[CH2:18][O:17][C:14]=4[CH:15]=[CH:16][C:11]=3[NH:10][O:9]2)C=CC=CC=1.C1(C(C2C=CC=CC=2)N2C3C(=CC=CC=3)C3(C4C=C(C)C(OC)=CC=4OC3)C2=O)C=CC=CC=1, predict the reaction product. The product is: [NH:21]1[C:22]2[C:27](=[CH:26][CH:25]=[CH:24][CH:23]=2)[C:19]2([C:13]3[C:12]4=[N:8][O:9][N:10]=[C:11]4[CH:16]=[CH:15][C:14]=3[O:17][CH2:18]2)[C:20]1=[O:28]. (6) Given the reactants [CH:1]1([C:4]2[N:9]=[C:8]([CH2:10][N:11]3[C:19]4[CH:18]=[CH:17][C:16]([F:20])=[C:15]([C:21]([O:23]C)=[O:22])[C:14]=4[C:13]([CH3:25])=[N:12]3)[CH:7]=[CH:6][CH:5]=2)[CH2:3][CH2:2]1.[OH-].[Li+], predict the reaction product. The product is: [CH:1]1([C:4]2[N:9]=[C:8]([CH2:10][N:11]3[C:19]4[CH:18]=[CH:17][C:16]([F:20])=[C:15]([C:21]([OH:23])=[O:22])[C:14]=4[C:13]([CH3:25])=[N:12]3)[CH:7]=[CH:6][CH:5]=2)[CH2:2][CH2:3]1. (7) Given the reactants Cl.[C:2](Cl)(=[O:9])[C:3]1[CH:8]=[CH:7][CH:6]=[N:5][CH:4]=1.[NH2:11][C:12]1[S:13][C:14]([C:25]2[CH:30]=[CH:29][N:28]=[C:27]([NH2:31])[CH:26]=2)=[C:15]([C:17]2[CH:22]=[CH:21][C:20]([O:23][CH3:24])=[CH:19][CH:18]=2)[N:16]=1.[C:32](=[O:35])([O-])O.[Na+], predict the reaction product. The product is: [CH3:24][O:23][C:20]1[CH:21]=[CH:22][C:17]([C:15]2[N:16]=[C:12]([NH:11][C:32](=[O:35])[C:3]3[CH:8]=[CH:7][CH:6]=[N:5][CH:4]=3)[S:13][C:14]=2[C:25]2[CH:30]=[CH:29][N:28]=[C:27]([NH:31][C:2]([C:3]3[CH:4]=[N:5][CH:6]=[CH:7][CH:8]=3)=[O:9])[CH:26]=2)=[CH:18][CH:19]=1.